Dataset: Forward reaction prediction with 1.9M reactions from USPTO patents (1976-2016). Task: Predict the product of the given reaction. (1) Given the reactants [NH2:1][C:2]1[N:19]=[CH:18][C:5]2[N:6]=[CH:7][N:8]=[C:9]([NH:10][C:11]3[CH:16]=[CH:15][CH:14]=[C:13]([Br:17])[CH:12]=3)[C:4]=2[CH:3]=1.CCN(CC)CC.[C:27](Cl)(=[O:30])[CH:28]=[CH2:29].CO.CCOC(C)=O, predict the reaction product. The product is: [Br:17][C:13]1[CH:12]=[C:11]([NH:10][C:9]2[C:4]3[CH:3]=[C:2]([NH:1][C:27](=[O:30])[CH:28]=[CH2:29])[N:19]=[CH:18][C:5]=3[N:6]=[CH:7][N:8]=2)[CH:16]=[CH:15][CH:14]=1. (2) Given the reactants CCN(CC)CC.[N:8]1[C:9]([CH2:17][CH2:18][NH2:19])=[CH:10][N:11]2[CH:16]=[CH:15][CH:14]=[CH:13][C:12]=12.Br[CH2:21][C:22]1[C:32]([F:33])=[CH:31][CH:30]=[C:29]([I:34])[C:23]=1[C:24](OCC)=[O:25], predict the reaction product. The product is: [F:33][C:32]1[CH:31]=[CH:30][C:29]([I:34])=[C:23]2[C:22]=1[CH2:21][N:19]([CH2:18][CH2:17][C:9]1[N:8]=[C:12]3[CH:13]=[CH:14][CH:15]=[CH:16][N:11]3[CH:10]=1)[C:24]2=[O:25]. (3) Given the reactants [N:1]1[O:2][N:3]=[C:4]2[C:9]([CH:10]3[C:15]([C:16]#[N:17])=[C:14]([CH:18]4[CH2:23][CH2:22][NH:21][CH2:20][CH2:19]4)[NH:13][C:12]4=[N:24][NH:25][CH:26]=[C:11]34)=[CH:8][CH:7]=[CH:6][C:5]=12.C(N(C(C)C)CC)(C)C.Cl.[N:37]1([C:42](N)=[NH:43])C=CC=N1, predict the reaction product. The product is: [N:1]1[O:2][N:3]=[C:4]2[C:9]([CH:10]3[C:15]([C:16]#[N:17])=[C:14]([CH:18]4[CH2:19][CH2:20][N:21]([C:42](=[NH:37])[NH2:43])[CH2:22][CH2:23]4)[NH:13][C:12]4=[N:24][NH:25][CH:26]=[C:11]34)=[CH:8][CH:7]=[CH:6][C:5]=12. (4) Given the reactants C(N(C(C)C)CC)(C)C.[S:10]1[N:14]=[CH:13][C:12]([O:15][CH2:16][C@@H:17]2[O:21][C:20](=[O:22])[N:19]([C:23]3[CH:28]=[CH:27][C:26]([C:29]4[CH2:34][CH2:33][N:32](CC5C=CC=CC=5)[CH2:31][CH:30]=4)=[C:25]([F:42])[CH:24]=3)[CH2:18]2)=[N:11]1.[Cl:43]C(OC(Cl)C)=O.C(=O)([O-])N.C(Cl)C1C=CC=CC=1, predict the reaction product. The product is: [ClH:43].[S:10]1[N:14]=[CH:13][C:12]([O:15][CH2:16][C@@H:17]2[O:21][C:20](=[O:22])[N:19]([C:23]3[CH:28]=[CH:27][C:26]([C:29]4[CH2:34][CH2:33][NH:32][CH2:31][CH:30]=4)=[C:25]([F:42])[CH:24]=3)[CH2:18]2)=[N:11]1. (5) Given the reactants [CH3:1][C:2]([CH3:32])([CH3:31])[C:3](=[O:30])[CH2:4][O:5][C:6]1[CH:11]=[CH:10][C:9]([CH2:12][CH2:13][CH2:14][C:15]2[CH:16]=[C:17]([C:25](OC)=[O:26])[C:18](=[CH:23][CH:24]=2)[C:19](OC)=[O:20])=[CH:8][C:7]=1[CH3:29].[H-].[Al+3].[Li+].[H-].[H-].[H-], predict the reaction product. The product is: [OH:26][CH2:25][C:17]1[CH:16]=[C:15]([CH2:14][CH2:13][CH2:12][C:9]2[CH:10]=[CH:11][C:6]([O:5][CH2:4][CH:3]([OH:30])[C:2]([CH3:31])([CH3:32])[CH3:1])=[C:7]([CH3:29])[CH:8]=2)[CH:24]=[CH:23][C:18]=1[CH2:19][OH:20]. (6) Given the reactants [OH-].[Li+].FC(F)(F)C([O-])=O.[NH2:10][C:11]1[C:12]([C:19]([NH:21][CH2:22][CH2:23][N+:24]([CH2:47][C:48]([O:50]C)=[O:49])([CH2:36][CH2:37][CH2:38][C:39]2[CH:44]=[CH:43][C:42]([O:45][CH3:46])=[CH:41][CH:40]=2)[CH2:25][CH2:26][CH2:27][C:28]2[CH:33]=[CH:32][C:31]([O:34][CH3:35])=[CH:30][CH:29]=2)=[O:20])=[N:13][C:14]([Cl:18])=[C:15]([NH2:17])[N:16]=1.Cl, predict the reaction product. The product is: [Cl-:18].[C:48]([CH2:47][N+:24]([CH2:23][CH2:22][NH:21][C:19]([C:12]1[C:11]([NH2:10])=[N:16][C:15]([NH2:17])=[C:14]([Cl:18])[N:13]=1)=[O:20])([CH2:36][CH2:37][CH2:38][C:39]1[CH:44]=[CH:43][C:42]([O:45][CH3:46])=[CH:41][CH:40]=1)[CH2:25][CH2:26][CH2:27][C:28]1[CH:29]=[CH:30][C:31]([O:34][CH3:35])=[CH:32][CH:33]=1)([OH:50])=[O:49].